From a dataset of Forward reaction prediction with 1.9M reactions from USPTO patents (1976-2016). Predict the product of the given reaction. (1) Given the reactants [CH3:1][C:2]1[CH:30]=[C:29]([CH3:31])[CH:28]=[CH:27][C:3]=1[CH2:4][N:5]1[C:13]([C:14]2[CH:19]=[CH:18][C:17]([O:20]C)=[CH:16][C:15]=2[CH3:22])=[C:12]2[C:7]([C:8]([C:23]([F:26])([F:25])[F:24])=[CH:9][CH:10]=[CH:11]2)=[N:6]1.B(Cl)(Cl)Cl, predict the reaction product. The product is: [CH3:1][C:2]1[CH:30]=[C:29]([CH3:31])[CH:28]=[CH:27][C:3]=1[CH2:4][N:5]1[C:13]([C:14]2[CH:19]=[CH:18][C:17]([OH:20])=[CH:16][C:15]=2[CH3:22])=[C:12]2[C:7]([C:8]([C:23]([F:26])([F:25])[F:24])=[CH:9][CH:10]=[CH:11]2)=[N:6]1. (2) Given the reactants Cl.[S:2]1[CH:6]=[CH:5][C:4]2[C:7]([N:11]3[CH2:16][CH2:15][N:14]([CH2:17][CH2:18][CH2:19][CH2:20][O:21][C:22]4[CH:31]=[C:30]5[C:25]([CH:26]=[CH:27][C:28](=[O:32])[NH:29]5)=[CH:24][CH:23]=4)[CH2:13][CH2:12]3)=[CH:8][CH:9]=[CH:10][C:3]1=2.C(O)C, predict the reaction product. The product is: [S:2]1[CH:6]=[CH:5][C:4]2[C:7]([N:11]3[CH2:12][CH2:13][N:14]([CH2:17][CH2:18][CH2:19][CH2:20][O:21][C:22]4[CH:31]=[C:30]5[C:25]([CH:26]=[CH:27][C:28](=[O:32])[NH:29]5)=[CH:24][CH:23]=4)[CH2:15][CH2:16]3)=[CH:8][CH:9]=[CH:10][C:3]1=2. (3) Given the reactants [OH:1][C:2]1[C:7]2[C@@:8]3([OH:45])[C@@:21]([O:25][CH3:26])([C@H:22]([OH:24])[CH2:23][C:6]=2[CH:5]=[C:4]([CH3:46])[C:3]=1[C:47](O)=[O:48])[C:20](=[O:27])[C:19]1[C:10](=[CH:11][C:12]2[C:13](=[O:43])[C:14]([NH:30][CH:31]4[C@H:36]([O:37][CH3:38])[C@H:35]([OH:39])[C@@H:34]([O:40][CH3:41])[C@H:33]([CH3:42])[O:32]4)=[CH:15][C:16](=[O:29])[C:17]=2[C:18]=1[OH:28])[C:9]3=[O:44].O.ON1C2C=CC=CC=2N=N1.[NH:61]1[CH2:65][CH2:64][CH2:63][CH2:62]1, predict the reaction product. The product is: [OH:1][C:2]1[C:7]2[C@@:8]3([OH:45])[C@@:21]([O:25][CH3:26])([C@H:22]([OH:24])[CH2:23][C:6]=2[CH:5]=[C:4]([CH3:46])[C:3]=1[C:47]([N:61]1[CH2:65][CH2:64][CH2:63][CH2:62]1)=[O:48])[C:20](=[O:27])[C:19]1[C:10](=[CH:11][C:12]2[C:13](=[O:43])[C:14]([NH:30][CH:31]4[C@H:36]([O:37][CH3:38])[C@H:35]([OH:39])[C@@H:34]([O:40][CH3:41])[C@H:33]([CH3:42])[O:32]4)=[CH:15][C:16](=[O:29])[C:17]=2[C:18]=1[OH:28])[C:9]3=[O:44]. (4) Given the reactants [NH:1]1[CH:5]=[C:4]([CH2:6][CH2:7][NH:8][C:9](=[O:21])[C:10]2[CH:15]=[CH:14][CH:13]=[CH:12][C:11]=2[N:16]2[N:20]=[CH:19][CH:18]=[N:17]2)[CH:3]=[N:2]1.Br[C:23]1[CH:28]=[CH:27][C:26]([F:29])=[CH:25][N:24]=1, predict the reaction product. The product is: [F:29][C:26]1[CH:27]=[CH:28][C:23]([N:2]2[CH:3]=[C:4]([CH2:6][CH2:7][NH:8][C:9](=[O:21])[C:10]3[CH:15]=[CH:14][CH:13]=[CH:12][C:11]=3[N:16]3[N:20]=[CH:19][CH:18]=[N:17]3)[CH:5]=[N:1]2)=[N:24][CH:25]=1. (5) Given the reactants [CH3:1][CH:2]1[C:8]2=[C:9]3[C:13](=[CH:14][CH:15]=[C:7]2[O:6][CH2:5][CH2:4][N:3]1[C:16]([O:18][C:19]([CH3:22])([CH3:21])[CH3:20])=[O:17])[NH:12][CH:11]=[CH:10]3.[H-].[Na+].[CH3:25][C:26]1[CH:31]=[CH:30][CH:29]=[CH:28][C:27]=1[S:32](Cl)(=[O:34])=[O:33], predict the reaction product. The product is: [CH3:1][CH:2]1[C:8]2=[C:9]3[C:13](=[CH:14][CH:15]=[C:7]2[O:6][CH2:5][CH2:4][N:3]1[C:16]([O:18][C:19]([CH3:21])([CH3:20])[CH3:22])=[O:17])[N:12]([S:32]([C:27]1[CH:28]=[CH:29][CH:30]=[CH:31][C:26]=1[CH3:25])(=[O:34])=[O:33])[CH:11]=[CH:10]3. (6) Given the reactants Cl[C:2]1[N:7]=[C:6]([O:8][CH3:9])[CH:5]=[CH:4][N:3]=1.[C:10]([Si:12]([CH3:15])([CH3:14])[CH3:13])#[CH:11].C(N(CC)CC)C, predict the reaction product. The product is: [CH3:9][O:8][C:6]1[CH:5]=[CH:4][N:3]=[C:2]([C:11]#[C:10][Si:12]([CH3:15])([CH3:14])[CH3:13])[N:7]=1. (7) Given the reactants [S:1]1[C:5]2[CH:6]=[CH:7][CH:8]=[CH:9][C:4]=2[N:3]=[C:2]1[C:10]1[C:11]([Cl:30])=[N:12][C:13]([CH:17]2[CH2:22][CH2:21][N:20](C(OC(C)(C)C)=O)[CH2:19][CH2:18]2)=[N:14][C:15]=1[OH:16].Cl, predict the reaction product. The product is: [S:1]1[C:5]2[CH:6]=[CH:7][CH:8]=[CH:9][C:4]=2[N:3]=[C:2]1[C:10]1[C:15]([OH:16])=[N:14][C:13]([CH:17]2[CH2:18][CH2:19][NH:20][CH2:21][CH2:22]2)=[N:12][C:11]=1[Cl:30].